From a dataset of Forward reaction prediction with 1.9M reactions from USPTO patents (1976-2016). Predict the product of the given reaction. Given the reactants [CH3:1][S:2][C:3]1[N:4]=[C:5]([OH:19])[C:6]2[N:11]=C(C3C=CC=C(C)C=3)O[C:7]=2[N:8]=1.[CH3:20][O:21][C:22]1[C:30]([CH3:31])=[CH:29][C:25]([C:26](Cl)=[O:27])=[CH:24][C:23]=1[CH3:32], predict the reaction product. The product is: [CH3:20][O:21][C:22]1[C:30]([CH3:31])=[CH:29][C:25]([C:26]2[O:27][C:7]3[N:8]=[C:3]([S:2][CH3:1])[N:4]=[C:5]([OH:19])[C:6]=3[N:11]=2)=[CH:24][C:23]=1[CH3:32].